Dataset: Tyrosyl-DNA phosphodiesterase HTS with 341,365 compounds. Task: Binary Classification. Given a drug SMILES string, predict its activity (active/inactive) in a high-throughput screening assay against a specified biological target. The molecule is O=C(N1CCN(CC1)c1ccccc1)CNC(=O)c1ccc(OC)cc1. The result is 0 (inactive).